From a dataset of Catalyst prediction with 721,799 reactions and 888 catalyst types from USPTO. Predict which catalyst facilitates the given reaction. (1) Reactant: C(=O)([O-])[O-].[K+].[K+].I[CH3:8].[CH:9]1([NH:15][C:16]2[C:17]([NH2:22])=[CH:18][CH:19]=[CH:20][CH:21]=2)[CH2:14][CH2:13][CH2:12][CH2:11][CH2:10]1.O. Product: [CH:9]1([NH:15][C:16]2[C:17]([NH:22][CH3:8])=[CH:18][CH:19]=[CH:20][CH:21]=2)[CH2:14][CH2:13][CH2:12][CH2:11][CH2:10]1. The catalyst class is: 3. (2) Reactant: [Na].[NH:2]1[C:6]2([CH2:10][CH2:9][CH2:8][CH2:7]2)[CH2:5][N:4]=[C:3]1[NH2:11].[C:12](OCC)(=[O:17])[CH2:13][C:14]([O-])=[O:15]. The catalyst class is: 275. Product: [OH:17][C:12]1[N:11]=[C:3]2[NH:2][C:6]3([CH2:10][CH2:9][CH2:8][CH2:7]3)[CH2:5][N:4]2[C:14](=[O:15])[CH:13]=1. (3) The catalyst class is: 367. Reactant: [NH2:1][CH:2]1[CH2:7][N:6]([C:8]([O:10][C:11]([CH3:14])([CH3:13])[CH3:12])=[O:9])[CH2:5][CH:4]=[C:3]1[C:15]1[CH:20]=[CH:19][C:18]([F:21])=[CH:17][CH:16]=1.C(N(CC)CC)C.[C:29](OC(=O)C)(=[O:31])[CH3:30]. Product: [C:29]([NH:1][CH:2]1[CH2:7][N:6]([C:8]([O:10][C:11]([CH3:14])([CH3:13])[CH3:12])=[O:9])[CH2:5][CH:4]=[C:3]1[C:15]1[CH:16]=[CH:17][C:18]([F:21])=[CH:19][CH:20]=1)(=[O:31])[CH3:30]. (4) Reactant: I[C:2]1[CH:7]=[C:6]([O:8][CH3:9])[CH:5]=[CH:4][C:3]=1[CH3:10].N#N.[CH3:13][CH2:14][OH:15].[Li][CH:17](CC)C.C1CCCCC1.B(F)(F)F.C(OCC)C. Product: [CH3:9][O:8][C:6]1[CH:5]=[CH:4][C:3]([CH3:10])=[C:2]([CH2:13][C@H:14]([OH:15])[CH3:17])[CH:7]=1. The catalyst class is: 1. (5) Reactant: [H-].[Na+].Cl[CH2:4][C:5]1[N:9]([CH3:10])[N:8]=[C:7]([CH3:11])[CH:6]=1.[Br:12][C:13]1[N:18]=[C:17]([CH2:19][OH:20])[CH:16]=[CH:15][CH:14]=1. Product: [Br:12][C:13]1[CH:14]=[CH:15][CH:16]=[C:17]([CH2:19][O:20][CH2:4][C:5]2[N:9]([CH3:10])[N:8]=[C:7]([CH3:11])[CH:6]=2)[N:18]=1. The catalyst class is: 569. (6) Reactant: [Cl:1][C:2]1[CH:7]=[CH:6][C:5]([CH2:8][C:9]([NH:11][N:12]2[C:21](=[O:22])[C:20]3[C:15](=[CH:16][CH:17]=[CH:18][CH:19]=3)[C:14]([CH:23]([CH3:29])[C:24]([O:26]CC)=[O:25])=[N:13]2)=[O:10])=[CH:4][CH:3]=1.CO.[OH-].[Na+]. Product: [Cl:1][C:2]1[CH:3]=[CH:4][C:5]([CH2:8][C:9]([NH:11][N:12]2[C:21](=[O:22])[C:20]3[C:15](=[CH:16][CH:17]=[CH:18][CH:19]=3)[C:14]([CH:23]([CH3:29])[C:24]([OH:26])=[O:25])=[N:13]2)=[O:10])=[CH:6][CH:7]=1. The catalyst class is: 20. (7) Reactant: [NH2:1][CH2:2][CH2:3][CH2:4][OH:5].C(N(CC)CC)C.[C:13](=[S:15])=[S:14].[CH3:16]I.Cl. Product: [OH:5][CH2:4][CH2:3][CH2:2][NH:1][C:13](=[S:15])[S:14][CH3:16]. The catalyst class is: 17. (8) Reactant: Br[C:2]1[C:11]2[C:6](=[CH:7][CH:8]=[CH:9][CH:10]=2)[C:5]([O:12][CH3:13])=[C:4]([C:14]([N:16]([CH2:19][CH3:20])[CH2:17][CH3:18])=[O:15])[CH:3]=1.[CH3:21][O:22][C:23]1[CH:28]=[CH:27][C:26](B(O)O)=[CH:25][CH:24]=1.C([O-])([O-])=O.[Na+].[Na+]. Product: [CH2:17]([N:16]([CH2:19][CH3:20])[C:14]([C:4]1[CH:3]=[C:2]([C:26]2[CH:27]=[CH:28][C:23]([O:22][CH3:21])=[CH:24][CH:25]=2)[C:11]2[C:6](=[CH:7][CH:8]=[CH:9][CH:10]=2)[C:5]=1[O:12][CH3:13])=[O:15])[CH3:18]. The catalyst class is: 206. (9) Reactant: [H-].[Na+].[NH2:3][C:4]1[N:5]=[N:6][CH:7]=[CH:8][CH:9]=1.[N+](C1C=CC([O:19][C:20]([N:22]2[CH2:25][CH:24]([O:26][C:27]3[CH:32]=[CH:31][C:30]([I:33])=[CH:29][N:28]=3)[CH2:23]2)=O)=CC=1)([O-])=O.C(=O)(O)[O-].[Na+]. Product: [N:6]1[CH:7]=[CH:8][CH:9]=[C:4]([NH:3][C:20]([N:22]2[CH2:23][CH:24]([O:26][C:27]3[CH:32]=[CH:31][C:30]([I:33])=[CH:29][N:28]=3)[CH2:25]2)=[O:19])[N:5]=1. The catalyst class is: 3. (10) Reactant: [I:1][C:2]1[CH:16]=[C:15](OC)[C:14](I)=[CH:13][C:3]=1[O:4][C:5]1[C:6]([NH2:12])=[N:7][C:8]([NH2:11])=[N:9][CH:10]=1.[CH3:20][Si:21]([C:24]#[CH:25])([CH3:23])[CH3:22].C(N(C(C)C)CC)(C)C.[NH4+].[Cl-]. Product: [CH3:20][Si:21]([CH3:23])([CH3:22])[C:24]#[C:25][C:2]1[CH:16]=[CH:15][C:14]([Si:21]([CH3:23])([CH3:22])[CH3:20])=[CH:13][C:3]=1[O:4][C:5]1[C:6]([NH2:12])=[N:7][C:8]([NH2:11])=[N:9][CH:10]=1.[I:1][C:2]1[CH:16]=[CH:15][C:14]([C:25]#[C:24][Si:21]([CH3:23])([CH3:22])[CH3:20])=[CH:13][C:3]=1[O:4][C:5]1[C:6]([NH2:12])=[N:7][C:8]([NH2:11])=[N:9][CH:10]=1. The catalyst class is: 540.